Dataset: Experimentally validated miRNA-target interactions with 360,000+ pairs, plus equal number of negative samples. Task: Binary Classification. Given a miRNA mature sequence and a target amino acid sequence, predict their likelihood of interaction. (1) Result: 1 (interaction). The miRNA is hsa-miR-1-3p with sequence UGGAAUGUAAAGAAGUAUGUAU. The protein sequence of the target gene is MNRSRQVTCVAWVRCGVAKETPDKVELSKEEVKRLIAEAKEKLQEEGGGSDEEETGSPSEDGMQSARTQARPREPLEDGDPEDDRTLDDDELAEYDLDKYDEEGDPDAETLGESLLGLTVYGSNDQDPYVTLKDTEQYEREDFLIKPSDNLIVCGRAEQDQCNLEVHVYNQEEDSFYVHHDILLSAYPLSVEWLNFDPSPDDSTGNYIAVGNMTPVIEVWDLDIVDSLEPVFTLGSKLSKKKKKKGKKSSSAEGHTDAVLDLSWNKLIRNVLASASADNTVILWDMSLGKPAASLAVHTD.... (2) The miRNA is cel-miR-231-3p with sequence UAAGCUCGUGAUCAACAGGCAGAA. The protein sequence of the target gene is MASNSTKSFLADAGYGEQELDANSALMELDKGLRSGKLGEQCEAVVRFPRLFQKYPFPILINSAFLKLADVFRVGNNFLRLCVLKVTQQSEKHLEKILNVDEFVKRVFSVIHSNDPVARAITLRMLGSLASIIPERKNAHHSIRQSLDSHDNVEVEAAVFAAANFSAQSKDFAVGICNKISEMIQGLATPVDLKLKLIPILQHMHHDALLASSARQLLQQLVTSYPSTKMVIVSLHTFTLLAASSLVDTPKQIQLLLQYLKNDPRKAVKRLAVQDLKLLASKTPHTWSKENIQALCECAL.... Result: 0 (no interaction).